From a dataset of Full USPTO retrosynthesis dataset with 1.9M reactions from patents (1976-2016). Predict the reactants needed to synthesize the given product. (1) Given the product [Br:9][C:10]1[CH:11]=[C:12]([CH:13]2[C:3]3[C:4](=[O:8])[NH:5][N:6]([CH3:7])[C:2]=3[NH:1][C:23]3[CH2:22][O:21][C:20]([CH3:28])([CH3:19])[C:25](=[O:26])[C:24]2=3)[CH:15]=[CH:16][C:17]=1[F:18], predict the reactants needed to synthesize it. The reactants are: [NH2:1][C:2]1[N:6]([CH3:7])[NH:5][C:4](=[O:8])[CH:3]=1.[Br:9][C:10]1[CH:11]=[C:12]([CH:15]=[CH:16][C:17]=1[F:18])[CH:13]=O.[CH3:19][C:20]1([CH3:28])[C:25](=[O:26])[CH2:24][C:23](=O)[CH2:22][O:21]1. (2) Given the product [CH3:1][C:2]1[S:6][C:5]([CH2:7][C:8]2[S:12][C:11]([CH2:13][OH:14])=[CH:10][CH:9]=2)=[CH:4][CH:3]=1, predict the reactants needed to synthesize it. The reactants are: [CH3:1][C:2]1[S:6][C:5]([CH2:7][C:8]2[S:12][C:11]([CH:13]=[O:14])=[CH:10][CH:9]=2)=[CH:4][CH:3]=1.[H-].[Al+3].[Li+].[H-].[H-].[H-].O.C(OCC)(=O)C. (3) Given the product [Cl:1][C:2]1[C:3]([I:15])=[CH:4][C:5]2[O:10][CH:9]([C:11]([N:25]3[CH2:26][CH2:27][C:22]([CH2:21][C:20]4[CH:19]=[CH:18][C:17]([F:16])=[CH:31][CH:30]=4)([C:28]#[N:29])[CH2:23][CH2:24]3)=[O:13])[CH2:8][NH:7][C:6]=2[CH:14]=1, predict the reactants needed to synthesize it. The reactants are: [Cl:1][C:2]1[C:3]([I:15])=[CH:4][C:5]2[O:10][CH:9]([C:11]([OH:13])=O)[CH2:8][NH:7][C:6]=2[CH:14]=1.[F:16][C:17]1[CH:31]=[CH:30][C:20]([CH2:21][C:22]2([C:28]#[N:29])[CH2:27][CH2:26][NH:25][CH2:24][CH2:23]2)=[CH:19][CH:18]=1.CCN=C=NCCCN(C)C.C1C=CC2N(O)N=NC=2C=1.CCN(C(C)C)C(C)C. (4) Given the product [CH:1]1([C:4]2[N:8]([C:9]3[CH:14]=[CH:13][CH:12]=[C:11]([C:15]([F:18])([F:17])[F:16])[CH:10]=3)[N:7]=[C:6]([C:19]3[CH:20]=[N:21][CH:22]=[CH:23][CH:24]=3)[C:5]=2[C:25]([N:36]2[CH2:37][CH2:38][CH:33]([N:28]3[CH2:32][CH2:31][CH2:30][CH2:29]3)[CH2:34][CH2:35]2)=[O:27])[CH2:3][CH2:2]1, predict the reactants needed to synthesize it. The reactants are: [CH:1]1([C:4]2[N:8]([C:9]3[CH:14]=[CH:13][CH:12]=[C:11]([C:15]([F:18])([F:17])[F:16])[CH:10]=3)[N:7]=[C:6]([C:19]3[CH:20]=[N:21][CH:22]=[CH:23][CH:24]=3)[C:5]=2[C:25]([OH:27])=O)[CH2:3][CH2:2]1.[N:28]1([CH:33]2[CH2:38][CH2:37][NH:36][CH2:35][CH2:34]2)[CH2:32][CH2:31][CH2:30][CH2:29]1. (5) Given the product [CH:34]1([N:37]([CH2:38][C@H:39]2[CH2:43][CH2:42][CH2:41][N:40]2[C:30]([C:26]2[C:25]([CH3:33])=[C:24](/[CH:23]=[C:16]3\[C:17](=[O:22])[NH:18][C:19]4[C:15]\3=[CH:14][C:13]([S:10]([CH2:9][C:3]3[C:4]([Cl:8])=[CH:5][CH:6]=[CH:7][C:2]=3[Cl:1])(=[O:11])=[O:12])=[CH:21][CH:20]=4)[NH:28][C:27]=2[CH3:29])=[O:32])[CH3:44])[CH2:35][CH2:36]1, predict the reactants needed to synthesize it. The reactants are: [Cl:1][C:2]1[CH:7]=[CH:6][CH:5]=[C:4]([Cl:8])[C:3]=1[CH2:9][S:10]([C:13]1[CH:14]=[C:15]2[C:19](=[CH:20][CH:21]=1)[NH:18][C:17](=[O:22])/[C:16]/2=[CH:23]\[C:24]1[NH:28][C:27]([CH3:29])=[C:26]([C:30]([OH:32])=O)[C:25]=1[CH3:33])(=[O:12])=[O:11].[CH:34]1([N:37]([CH3:44])[CH2:38][C@H:39]2[CH2:43][CH2:42][CH2:41][NH:40]2)[CH2:36][CH2:35]1.C1C=CC2N(O)N=NC=2C=1.CCN=C=NCCCN(C)C. (6) Given the product [OH:6][C@@:4]1([CH2:5][OH:23])[CH2:7][CH2:8][CH2:9][C@@:2]([CH2:10][N:11]2[C:15]3[CH:16]=[C:17]([C:20]#[N:21])[CH:18]=[CH:19][C:14]=3[N:13]=[CH:12]2)([CH3:1])[CH2:3]1, predict the reactants needed to synthesize it. The reactants are: [CH3:1][C@:2]1([CH2:10][N:11]2[C:15]3[CH:16]=[C:17]([C:20]#[N:21])[CH:18]=[CH:19][C:14]=3[N:13]=[CH:12]2)[CH2:9][CH2:8][CH2:7][C@@:4]2([O:6][CH2:5]2)[CH2:3]1.C(O)(C(F)(F)F)=[O:23].C(Cl)Cl.[OH-].[Na+]. (7) Given the product [Cl:8][C:7]1[CH:6]=[CH:5][C:4]([C:9]([F:12])([F:11])[F:10])=[CH:3][C:2]=1[NH:13][C:14]1[CH:15]=[C:16]2[C:21]3=[C:22]([CH2:24][CH2:25][N:20]3[CH2:19][C@@H:18]3[CH2:26][NH:27][CH2:28][C@H:17]23)[CH:23]=1, predict the reactants needed to synthesize it. The reactants are: Br[C:2]1[CH:3]=[C:4]([C:9]([F:12])([F:11])[F:10])[CH:5]=[CH:6][C:7]=1[Cl:8].[NH2:13][C:14]1[CH:15]=[C:16]2[C:21]3=[C:22]([CH2:24][CH2:25][N:20]3[CH2:19][C@@H:18]3[CH2:26][N:27](C(OC(C)(C)C)=O)[CH2:28][C@H:17]23)[CH:23]=1. (8) Given the product [CH:1]1([N:7]2[CH2:13][C@:12]([F:16])([CH:14]=[CH2:15])[C:11](=[O:17])[N:10]([CH3:18])[C:9]3[CH:19]=[N:20][C:21]([NH:23][C:24]4[CH:32]=[CH:31][C:27]([C:28]([NH:59][CH:60]5[CH2:65][CH2:64][N:63]([CH2:66][CH3:67])[CH2:62][CH2:61]5)=[O:29])=[CH:26][C:25]=4[O:33][CH3:34])=[N:22][C:8]2=3)[CH2:5][CH2:4][CH2:3][CH2:2]1, predict the reactants needed to synthesize it. The reactants are: [CH:1]1([N:7]2[CH2:13][C@:12]([F:16])([CH:14]=[CH2:15])[C:11](=[O:17])[N:10]([CH3:18])[C:9]3[CH:19]=[N:20][C:21]([NH:23][C:24]4[CH:32]=[CH:31][C:27]([C:28](O)=[O:29])=[CH:26][C:25]=4[O:33][CH3:34])=[N:22][C:8]2=3)C[CH2:5][CH2:4][CH2:3][CH2:2]1.CN(C(ON1N=NC2C=CC=NC1=2)=[N+](C)C)C.F[P-](F)(F)(F)(F)F.[NH2:59][CH:60]1[CH2:65][CH2:64][N:63]([CH2:66][CH3:67])[CH2:62][CH2:61]1. (9) Given the product [CH3:1][O:2][C:3]1[CH:4]=[CH:5][C:6]([CH:9]([C:16]2[CH:17]=[C:18]3[C:23](=[CH:24][CH:25]=2)[N:22]=[CH:21][CH:20]=[C:19]3/[CH:26]=[CH:27]/[C:28]2[CH:33]=[CH:32][CH:31]=[CH:30][CH:29]=2)[C:11]2[S:12][CH:13]=[CH:14][N:15]=2)=[CH:7][CH:8]=1, predict the reactants needed to synthesize it. The reactants are: [CH3:1][O:2][C:3]1[CH:8]=[CH:7][C:6]([C:9]([C:16]2[CH:17]=[C:18]3[C:23](=[CH:24][CH:25]=2)[N:22]=[CH:21][CH:20]=[C:19]3/[CH:26]=[CH:27]/[C:28]2[CH:33]=[CH:32][CH:31]=[CH:30][CH:29]=2)([C:11]2[S:12][CH:13]=[CH:14][N:15]=2)O)=[CH:5][CH:4]=1.C([SiH](CC)CC)C.